From a dataset of Forward reaction prediction with 1.9M reactions from USPTO patents (1976-2016). Predict the product of the given reaction. (1) Given the reactants [C:1]([Si:5]([CH3:19])([CH3:18])[O:6][CH2:7][CH2:8][O:9][C:10]1[CH:15]=[CH:14][CH:13]=[C:12]([NH2:16])[C:11]=1[NH2:17])([CH3:4])([CH3:3])[CH3:2].CO[C:22](=N)[C:23]([Cl:26])([Cl:25])[Cl:24], predict the reaction product. The product is: [C:1]([Si:5]([CH3:19])([CH3:18])[O:6][CH2:7][CH2:8][O:9][C:10]1[C:11]2[N:17]=[C:22]([C:23]([Cl:26])([Cl:25])[Cl:24])[NH:16][C:12]=2[CH:13]=[CH:14][CH:15]=1)([CH3:4])([CH3:3])[CH3:2]. (2) Given the reactants [I-].[Cl:2][C:3]1[CH:8]=[CH:7][C:6]([C:9]2([CH2:12][N+:13]3([CH2:18][CH3:19])[CH2:17][CH2:16][CH2:15][CH2:14]3)[CH2:11][CH2:10]2)=[CH:5][CH:4]=1.[OH2:20], predict the reaction product. The product is: [OH-:20].[Cl:2][C:3]1[CH:8]=[CH:7][C:6]([C:9]2([CH2:12][N+:13]3([CH2:18][CH3:19])[CH2:17][CH2:16][CH2:15][CH2:14]3)[CH2:10][CH2:11]2)=[CH:5][CH:4]=1. (3) Given the reactants [C:1]([O:4][CH:5]([CH2:8][OH:9])[CH2:6][OH:7])(=[O:3])[CH3:2].[CH2:10](Br)[C:11]#[CH:12].[H-].[Na+].[CH2:16]1[CH2:20]OC[CH2:17]1, predict the reaction product. The product is: [C:1]([O:4][CH:5]([CH2:8][O:9][CH2:20][C:16]#[CH:17])[CH2:6][O:7][CH2:10][C:11]#[CH:12])(=[O:3])[CH3:2]. (4) Given the reactants B([O-])=O.O.O.O.O.[Na+].[CH2:9]([O:11][C:12](=[O:27])[CH:13]([CH2:19][C:20]1[CH:25]=[CH:24][C:23](Br)=[CH:22][CH:21]=1)[C:14]([O:16][CH2:17][CH3:18])=[O:15])[CH3:10].[CH2:28]([O:35][C:36]1[CH:41]=[CH:40][C:39](B(O)O)=[CH:38][CH:37]=1)[C:29]1[CH:34]=[CH:33][CH:32]=[CH:31][CH:30]=1.O.NN, predict the reaction product. The product is: [CH2:9]([O:11][C:12](=[O:27])[CH:13]([CH2:19][C:20]1[CH:25]=[CH:24][C:23]([C:39]2[CH:40]=[CH:41][C:36]([O:35][CH2:28][C:29]3[CH:34]=[CH:33][CH:32]=[CH:31][CH:30]=3)=[CH:37][CH:38]=2)=[CH:22][CH:21]=1)[C:14]([O:16][CH2:17][CH3:18])=[O:15])[CH3:10]. (5) Given the reactants C(C1ON=C(NC(NC2C=CC=C(OC3C4C(=CC(O)=C(OC)C=4)N=CN=3)C=2)=O)C=1)(C)(C)C.O[C@H]1CCN(C(OC(C)(C)C)=O)C1.[C:47]([C:51]1[O:55][N:54]=[C:53]([NH:56][C:57](=[O:91])[NH:58][C:59]2[CH:60]=[C:61]([CH:88]=[CH:89][CH:90]=2)[O:62][C:63]2[C:72]3[C:67](=[CH:68][C:69]([O:75][C@H:76]4[CH2:80][CH2:79][N:78]([C:81]([O:83][C:84]([CH3:87])([CH3:86])[CH3:85])=[O:82])[CH2:77]4)=[C:70]([O:73][CH3:74])[CH:71]=3)[N:66]=[CH:65][N:64]=2)[CH:52]=1)([CH3:50])([CH3:49])[CH3:48], predict the reaction product. The product is: [C:47]([C:51]1[O:55][N:54]=[C:53]([NH:56][C:57](=[O:91])[NH:58][C:59]2[CH:60]=[C:61]([CH:88]=[CH:89][CH:90]=2)[O:62][C:63]2[C:72]3[C:67](=[CH:68][C:69]([O:75][C@@H:76]4[CH2:80][CH2:79][N:78]([C:81]([O:83][C:84]([CH3:86])([CH3:85])[CH3:87])=[O:82])[CH2:77]4)=[C:70]([O:73][CH3:74])[CH:71]=3)[N:66]=[CH:65][N:64]=2)[CH:52]=1)([CH3:48])([CH3:49])[CH3:50]. (6) Given the reactants C([O:3][C:4]([CH2:6][C:7]([C:9]1[CH:18]=[CH:17][C:16]2[C:11](=[CH:12][CH:13]=[CH:14][CH:15]=2)[C:10]=1[NH:19][CH2:20][C:21]([O:23][C:24]([CH3:27])([CH3:26])[CH3:25])=[O:22])=[O:8])=[O:5])C.[Li+].[OH-].OS([O-])(=O)=O.[Na+], predict the reaction product. The product is: [C:4]([CH2:6][C:7]([C:9]1[CH:18]=[CH:17][C:16]2[C:11](=[CH:12][CH:13]=[CH:14][CH:15]=2)[C:10]=1[NH:19][CH2:20][C:21]([O:23][C:24]([CH3:27])([CH3:26])[CH3:25])=[O:22])=[O:8])([OH:5])=[O:3].